Dataset: Peptide-MHC class II binding affinity with 134,281 pairs from IEDB. Task: Regression. Given a peptide amino acid sequence and an MHC pseudo amino acid sequence, predict their binding affinity value. This is MHC class II binding data. (1) The peptide sequence is FIFGEARSLYLNTEL. The MHC is HLA-DQA10201-DQB10202 with pseudo-sequence HLA-DQA10201-DQB10202. The binding affinity (normalized) is 0.559. (2) The peptide sequence is EVIPTAFSIGKTYKP. The MHC is DRB1_1501 with pseudo-sequence DRB1_1501. The binding affinity (normalized) is 0.397. (3) The peptide sequence is AAAAAYEAAFAATVP. The MHC is DRB5_0101 with pseudo-sequence DRB5_0101. The binding affinity (normalized) is 0.544. (4) The peptide sequence is IPALEAAVKQAYAAT. The MHC is DRB1_0404 with pseudo-sequence DRB1_0404. The binding affinity (normalized) is 0.648. (5) The peptide sequence is IAGYKTFDGRGAQVY. The MHC is DRB1_1302 with pseudo-sequence DRB1_1302. The binding affinity (normalized) is 0.387. (6) The peptide sequence is YAKFLANVSTVLTGK. The MHC is DRB1_0405 with pseudo-sequence DRB1_0405. The binding affinity (normalized) is 0.189.